From a dataset of Reaction yield outcomes from USPTO patents with 853,638 reactions. Predict the reaction yield, written as a fraction of the theoretical maximum amount of product (1.0 means a 100% yield; for example, 0.34 means a 34% yield). (1) The reactants are [Br:1][C:2]1[CH:3]=[C:4]2[C:10](I)=[N:9][N:8]([CH2:12][O:13][CH2:14][CH2:15][Si:16]([CH3:19])([CH3:18])[CH3:17])[C:5]2=[N:6][CH:7]=1.[CH3:20][O:21][C:22]1[CH:27]=[CH:26][CH:25]=[CH:24][C:23]=1B(O)O.C(=O)([O-])[O-].[Na+].[Na+].C(=O)(O)[O-].[Na+]. The catalyst is C(#N)C.ClCCl. The product is [Br:1][C:2]1[CH:3]=[C:4]2[C:10]([C:23]3[CH:24]=[CH:25][CH:26]=[CH:27][C:22]=3[O:21][CH3:20])=[N:9][N:8]([CH2:12][O:13][CH2:14][CH2:15][Si:16]([CH3:19])([CH3:18])[CH3:17])[C:5]2=[N:6][CH:7]=1. The yield is 0.650. (2) The reactants are [Si:1]([O:18][CH:19]([C:21]1[CH:25]=[N:24][N:23]([CH2:26][C@@H:27]2[C@H:30]([NH:31][C:32](=[O:41])[O:33][CH2:34][C:35]3[CH:40]=[CH:39][CH:38]=[CH:37][CH:36]=3)[C:29](=[O:42])[N:28]2CC2C=CC(OC)=CC=2OC)[N:22]=1)[CH3:20])([C:14]([CH3:17])([CH3:16])[CH3:15])([C:8]1[CH:13]=[CH:12][CH:11]=[CH:10][CH:9]=1)[C:2]1[CH:7]=[CH:6][CH:5]=[CH:4][CH:3]=1.OP([O-])([O-])=O.[K+].[K+]. The catalyst is C(#N)C.O. The product is [Si:1]([O:18][CH:19]([C:21]1[CH:25]=[N:24][N:23]([CH2:26][C@@H:27]2[C@H:30]([NH:31][C:32](=[O:41])[O:33][CH2:34][C:35]3[CH:40]=[CH:39][CH:38]=[CH:37][CH:36]=3)[C:29](=[O:42])[NH:28]2)[N:22]=1)[CH3:20])([C:14]([CH3:16])([CH3:15])[CH3:17])([C:8]1[CH:9]=[CH:10][CH:11]=[CH:12][CH:13]=1)[C:2]1[CH:3]=[CH:4][CH:5]=[CH:6][CH:7]=1. The yield is 0.680. (3) The reactants are [C:1]([O:5][C:6]([N:8]1[CH:12]=[CH:11][CH:10]=[C:9]1[C:13]1[CH:18]=[C:17]([CH:19]=O)[C:16]([O:21][CH3:22])=[CH:15][C:14]=1[O:23][CH3:24])=[O:7])([CH3:4])([CH3:3])[CH3:2].[C:25]([C:28]1[CH:36]=[CH:35][C:31]([C:32]([OH:34])=[O:33])=[CH:30][CH:29]=1)(=[O:27])[CH3:26]. No catalyst specified. The product is [C:1]([O:5][C:6]([N:8]1[CH:12]=[CH:11][CH:10]=[C:9]1[C:13]1[CH:18]=[C:17](/[CH:19]=[CH:26]/[C:25]([C:28]2[CH:36]=[CH:35][C:31]([C:32]([OH:34])=[O:33])=[CH:30][CH:29]=2)=[O:27])[C:16]([O:21][CH3:22])=[CH:15][C:14]=1[O:23][CH3:24])=[O:7])([CH3:4])([CH3:3])[CH3:2]. The yield is 0.0600. (4) The reactants are O=[C:2]([CH2:8][C:9](=O)[CH3:10])[C:3]([O:5][CH2:6][CH3:7])=[O:4].[CH:12]([NH:15][NH2:16])([CH3:14])[CH3:13]. The catalyst is C(O)(=O)C. The product is [CH:12]([N:15]1[C:9]([CH3:10])=[CH:8][C:2]([C:3]([O:5][CH2:6][CH3:7])=[O:4])=[N:16]1)([CH3:14])[CH3:13]. The yield is 0.310. (5) The reactants are [C:1]([CH2:4][C:5]1[CH:13]=[C:12]([O:14][CH3:15])[CH:11]=[CH:10][C:6]=1[C:7]([OH:9])=O)(O)=O.[NH2:16][C:17]1[CH:26]=[CH:25][C:20]([C:21]([O:23][CH3:24])=[O:22])=[CH:19][CH:18]=1.Cl.[CH3:28]N(C=O)C. No catalyst specified. The product is [CH3:15][O:14][C:12]1[CH:13]=[C:5]2[C:6](=[CH:10][CH:11]=1)[C:7](=[O:9])[N:16]([C:17]1[CH:18]=[CH:19][C:20]([C:21]([O:23][CH3:24])=[O:22])=[CH:25][CH:26]=1)[C:1]([CH3:28])=[CH:4]2. The yield is 0.0720. (6) The reactants are S([O-])([O-])=O.[Na+].[Na+].C(=O)(O)[O-].[Na+].[Br:12][C:13]1[C:14]([Cl:23])=[N:15][CH:16]=[C:17]([S:19](Cl)(=[O:21])=[O:20])[CH:18]=1.I[CH2:25][CH3:26]. The catalyst is O.CN(C)C=O. The product is [Br:12][C:13]1[C:14]([Cl:23])=[N:15][CH:16]=[C:17]([S:19]([CH2:25][CH3:26])(=[O:21])=[O:20])[CH:18]=1. The yield is 0.530. (7) The reactants are [CH3:1][O:2][C:3]1[CH:11]=[CH:10][C:6]([C:7]([OH:9])=O)=[CH:5][C:4]=1[NH:12][C:13]([NH:15][C:16]1[CH:21]=[N:20][CH:19]=[CH:18][N:17]=1)=[O:14].[CH2:22]([NH2:26])[CH2:23][CH2:24][CH3:25].C(N(C(C)C)CC)(C)C. The catalyst is CN1C(=O)CCC1.C(OCC)(=O)C.C(=O)([O-])[O-].[Na+].[Na+]. The product is [CH2:22]([NH:26][C:7](=[O:9])[C:6]1[CH:10]=[CH:11][C:3]([O:2][CH3:1])=[C:4]([NH:12][C:13]([NH:15][C:16]2[CH:21]=[N:20][CH:19]=[CH:18][N:17]=2)=[O:14])[CH:5]=1)[CH2:23][CH2:24][CH3:25]. The yield is 0.490.